Predict which catalyst facilitates the given reaction. From a dataset of Catalyst prediction with 721,799 reactions and 888 catalyst types from USPTO. (1) Reactant: [C:1]([C:5]1[CH:6]=[C:7]([CH:14]=[C:15]([O:17][CH2:18][CH2:19][CH2:20][O:21]C2CCCCO2)[CH:16]=1)[C:8](N(OC)C)=[O:9])([CH3:4])([CH3:3])[CH3:2].[CH3:28][Si]([N-][Si](C)(C)C)(C)C.[Li+].C[Mg]Br. Product: [C:1]([C:5]1[CH:6]=[C:7]([C:8](=[O:9])[CH3:28])[CH:14]=[C:15]([O:17][CH2:18][CH2:19][CH2:20][OH:21])[CH:16]=1)([CH3:2])([CH3:3])[CH3:4]. The catalyst class is: 1. (2) Reactant: [Cl:1][C:2]1[N:7]=[C:6](Cl)[C:5]([F:9])=[CH:4][N:3]=1.[NH2:10][CH2:11][CH:12]1[CH2:16][CH2:15][CH2:14][N:13]1[C:17]([O:19][C:20]([CH3:23])([CH3:22])[CH3:21])=[O:18].CCN(C(C)C)C(C)C. The catalyst class is: 1. Product: [Cl:1][C:2]1[N:7]=[C:6]([NH:10][CH2:11][CH:12]2[CH2:16][CH2:15][CH2:14][N:13]2[C:17]([O:19][C:20]([CH3:23])([CH3:22])[CH3:21])=[O:18])[C:5]([F:9])=[CH:4][N:3]=1.